From a dataset of Forward reaction prediction with 1.9M reactions from USPTO patents (1976-2016). Predict the product of the given reaction. (1) Given the reactants [Br:1][C:2]1[CH:3]=[C:4]([CH:7]=[CH:8][C:9]=1[O:10][CH3:11])[CH:5]=[O:6].[CH2:12](O)[CH2:13][OH:14].C1(C)C=CC(S(O)(=O)=O)=CC=1.C([O-])(O)=O.[Na+], predict the reaction product. The product is: [Br:1][C:2]1[CH:3]=[C:4]([CH:5]2[O:14][CH2:13][CH2:12][O:6]2)[CH:7]=[CH:8][C:9]=1[O:10][CH3:11]. (2) Given the reactants [Cl:1][C:2]1[N:7]=[C:6]([C:8]2[CH:13]=[CH:12][CH:11]=[CH:10][CH:9]=2)[N:5]=[C:4]([C:14]([NH:16][C:17]2[CH:22]=[CH:21][CH:20]=[CH:19][C:18]=2[C:23]2[S:24][C:25]([C:28]3C=CC=[CH:30][CH:29]=3)=[N:26][N:27]=2)=[O:15])[CH:3]=1.C1(C2SC(C3C=CC=CC=3N)=NN=2)C=CC=CC=1, predict the reaction product. The product is: [Cl:1][C:2]1[N:7]=[C:6]([C:8]2[CH:13]=[CH:12][CH:11]=[CH:10][CH:9]=2)[N:5]=[C:4]([C:14]([NH:16][C:17]2[CH:22]=[CH:21][CH:20]=[CH:19][C:18]=2[C:23]2[S:24][C:25]([CH2:28][CH2:29][CH3:30])=[N:26][N:27]=2)=[O:15])[CH:3]=1.